Task: Predict the reactants needed to synthesize the given product.. Dataset: Full USPTO retrosynthesis dataset with 1.9M reactions from patents (1976-2016) (1) Given the product [CH2:18]([O:20][C:21]1[CH:22]=[CH:23][C:24]([S:27]([NH:1][C:2]2[CH:7]=[CH:6][C:5]([CH3:8])=[CH:4][CH:3]=2)(=[O:29])=[O:28])=[CH:25][CH:26]=1)[CH3:19], predict the reactants needed to synthesize it. The reactants are: [NH2:1][C:2]1[CH:7]=[CH:6][C:5]([CH3:8])=[CH:4][CH:3]=1.C(N(CC)C(C)C)(C)C.[CH2:18]([O:20][C:21]1[CH:26]=[CH:25][C:24]([S:27](Cl)(=[O:29])=[O:28])=[CH:23][CH:22]=1)[CH3:19]. (2) Given the product [Br:16][C:17]1[CH:18]=[C:19]([CH:20]=[CH:21][CH:22]=1)[O:8][C:5]1[CH:6]=[CH:7][C:2]([Cl:1])=[CH:3][C:4]=1[O:9][C:10]1[CH:15]=[CH:14][CH:13]=[CH:12][CH:11]=1, predict the reactants needed to synthesize it. The reactants are: [Cl:1][C:2]1[CH:7]=[CH:6][C:5]([OH:8])=[C:4]([O:9][C:10]2[CH:15]=[CH:14][CH:13]=[CH:12][CH:11]=2)[CH:3]=1.[Br:16][C:17]1[CH:22]=[CH:21][CH:20]=[C:19](I)[CH:18]=1.CC(C)(C(=O)CC(=O)C(C)(C)C)C.C(=O)([O-])[O-].[Cs+].[Cs+]. (3) The reactants are: Cl[C:2]1[C:11]2[N:12]=[C:13]([CH2:22][O:23][CH2:24][CH3:25])[N:14]([CH2:15][CH:16]3[O:20][N:19]([CH3:21])[CH2:18][CH2:17]3)[C:10]=2[C:9]2[CH:8]=[CH:7][CH:6]=[CH:5][C:4]=2[N:3]=1.[NH3:26]. Given the product [CH2:24]([O:23][CH2:22][C:13]1[N:14]([CH2:15][CH:16]2[O:20][N:19]([CH3:21])[CH2:18][CH2:17]2)[C:10]2[C:9]3[CH:8]=[CH:7][CH:6]=[CH:5][C:4]=3[N:3]=[C:2]([NH2:26])[C:11]=2[N:12]=1)[CH3:25], predict the reactants needed to synthesize it. (4) Given the product [ClH:1].[Cl:1][C:2]1[C:7]([C:8]([F:11])([F:9])[F:10])=[CH:6][CH:5]=[CH:4][C:3]=1[C:12]([N:14]1[CH2:19][CH2:18][N:17]([CH2:20][C:21]2[CH:29]=[N:28][CH:27]=[CH:26][CH:25]=2)[C:16](=[O:22])[CH2:15]1)=[O:13], predict the reactants needed to synthesize it. The reactants are: [Cl:1][C:2]1[C:7]([C:8]([F:11])([F:10])[F:9])=[CH:6][CH:5]=[CH:4][C:3]=1[C:12]([N:14]1[CH2:19][CH2:18][N:17]([CH2:20][CH3:21])[C:16](=[O:22])[CH2:15]1)=[O:13].Br.Br[CH2:25][C:26]1[CH:27]=[N:28][CH:29]=CC=1.